Task: Predict the reaction yield, written as a fraction of the theoretical maximum amount of product (1.0 means a 100% yield; for example, 0.34 means a 34% yield).. Dataset: Reaction yield outcomes from USPTO patents with 853,638 reactions The catalyst is CS(C)=O.C1C=CC(P(C2C=CC=CC=2)[C-]2C=CC=C2)=CC=1.C1C=CC(P(C2C=CC=CC=2)[C-]2C=CC=C2)=CC=1.Cl[Pd]Cl.[Fe+2]. The reactants are Br[C:2]1[CH:7]=[CH:6][C:5]([C:8]2[C:20]3[NH:19][C:18]4[C:13](=[CH:14][CH:15]=[CH:16][CH:17]=4)[C:12]=3[CH:11]=[CH:10][CH:9]=2)=[CH:4][CH:3]=1.[B:21]1([B:21]2[O:25][C:24]([CH3:27])([CH3:26])[C:23]([CH3:29])([CH3:28])[O:22]2)[O:25][C:24]([CH3:27])([CH3:26])[C:23]([CH3:29])([CH3:28])[O:22]1.C([O-])(=O)C.[K+]. The yield is 0.840. The product is [CH3:28][C:23]1([CH3:29])[C:24]([CH3:27])([CH3:26])[O:25][B:21]([C:2]2[CH:7]=[CH:6][C:5]([C:8]3[C:20]4[NH:19][C:18]5[C:13](=[CH:14][CH:15]=[CH:16][CH:17]=5)[C:12]=4[CH:11]=[CH:10][CH:9]=3)=[CH:4][CH:3]=2)[O:22]1.